Dataset: Forward reaction prediction with 1.9M reactions from USPTO patents (1976-2016). Task: Predict the product of the given reaction. The product is: [N:21]1([C:19]([C:17]2[N:16]([CH:2]3[C:11]4[C:6](=[CH:7][C:8]([C:12]#[N:13])=[CH:9][CH:10]=4)[CH2:5][S:4][CH2:3]3)[CH:15]=[N:14][CH:18]=2)=[O:20])[CH2:25][CH2:24][CH2:23][CH2:22]1. Given the reactants O[CH:2]1[C:11]2[C:6](=[CH:7][C:8]([C:12]#[N:13])=[CH:9][CH:10]=2)[CH2:5][S:4][CH2:3]1.[N:14]1[CH:18]=[C:17]([C:19]([N:21]2[CH2:25][CH2:24][CH2:23][CH2:22]2)=[O:20])[NH:16][CH:15]=1.C1(P(C2C=CC=CC=2)C2C=CC=CC=2)C=CC=CC=1.N(C(OC(C)C)=O)=NC(OC(C)C)=O, predict the reaction product.